Dataset: Human Reference Interactome with 51,813 positive PPI pairs across 8,248 proteins, plus equal number of experimentally-validated negative pairs. Task: Binary Classification. Given two protein amino acid sequences, predict whether they physically interact or not. (1) Protein 1 (ENSG00000180644) has sequence MAARLLLLGILLLLLPLPVPAPCHTAARSECKRSHKFVPGAWLAGEGVDVTSLRRSGSFPVDTQRFLRPDGTCTLCENALQEGTLQRLPLALTNWRAQGSGCQRHVTRAKVSSTEAVARDAARSIRNDWKVGLDVTPKPTSNVHVSVAGSHSQAANFAAQKTHQDQYSFSTDTVECRFYSFHVVHTPPLHPDFKRALGDLPHHFNASTQPAYLRLISNYGTHFIRAVELGGRISALTALRTCELALEGLTDNEVEDCLTVEAQVNIGIHGSISAEAKACEEKKKKHKMTASFHQTYRERH.... Protein 2 (ENSG00000129152) has sequence MELLSPPLRDVDLTAPDGSLCSFATTDDFYDDPCFDSPDLRFFEDLDPRLMHVGALLKPEEHSHFPAAVHPAPGAREDEHVRAPSGHHQAGRCLLWACKACKRKTTNADRRKAATMRERRRLSKVNEAFETLKRCTSSNPNQRLPKVEILRNAIRYIEGLQALLRDQDAAPPGAAAAFYAPGPLPPGRGGEHYSGDSDASSPRSNCSDGMMDYSGPPSGARRRNCYEGAYYNEAPSEPRPGKSAAVSSLDCLSSIVERISTESPAAPALLLADVPSESPPRRQEAAAPSEGESSGDPTQS.... Result: 0 (the proteins do not interact). (2) Protein 2 (ENSG00000188735) has sequence MSGQLERCEREWHELEGEFQELQETHRIYKQKLEELAALQTLCSSSISKQKKHLKDLKLTLQRCKRHASREEAELVQQMAANIKERQDVFFDMEAYLPKKNGLYLNLVLGNVNVTLLSNQAKFAYKDEYEKFKLYLTIILLLGAVACRFVLHYRVTDEVFNFLLVWYYCTLTIRESILISNGSRIKGWWVSHHYVSTFLSGVMLTWPNGPIYQKFRNQFLAFSIFQSCVQFLQYYYQRGCLYRLRALGERNHLDLTVEGFQSWMWRGLTFLLPFLFCGHFWQLYNAVTLFELSSHEECRE.... Result: 1 (the proteins interact). Protein 1 (ENSG00000165138) has sequence MGNFQLVKEIADEDPSHVNLVNGDGATPLMLAAVTGQLALVQLLVERHADVDKQDSVHGWTALMQATYHGNKEIVKYLLNQGADVTLRAKNGYTAFDLVMLLNDPDTELVRLLASVCMQVNKDKGRPSHQPPLPHSKVRQPWSIPVLPDDKGGLKSWWNRMSNRFRKLKLMQTLPRGLSSNQPLPFSDEPEPALDSTMRAAPQDKTSRSALPDAAPVTKDNGPGSTRGEKEDTLLTTMLRNGAPLTRLPSDKLKAVIPPFLPPSSFELWSSDRSRTRHNGKADPMKTALPQRASRGHPVG.... (3) Result: 0 (the proteins do not interact). Protein 1 (ENSG00000168872) has sequence MATDSWALAVDEQEAAVKSMTNLQIKEEKVKADTNGIIKTSTTAEKTDEEEKEDRAAQSLLNKLIRSNLVDNTNQVEVLQRDPNSPLYSVKSFEELRLKPQLLQGVYAMGFNRPSKIQENALPMMLAEPPQNLIAQSQSGTGKTAAFVLAMLSRVEPSDRYPQCLCLSPTYELALQTGKVIEQMGKFYPELKLAYAVRGNKLERGQKISEQIVIGTPGTVLDWCSKLKFIDPKKIKVFVLDEADVMIATQGHQDQSIRIQRMLPRNCQMLLFSATFEDSVWKFAQKVVPDPNVIKLKREE.... Protein 2 (ENSG00000108179) has sequence MLALRCGSRWLGLLSVPRSVPLRLPAARACSKGSGDPSSSSSSGNPLVYLDVDANGKPLGRVVLELKADVVPKTAENFRALCTGEKGFGYKGSTFHRVIPSFMCQAGDFTNHNGTGGKSIYGSRFPDENFTLKHVGPGVLSMANAGPNTNGSQFFICTIKTDWLDGKHVVFGHVKEGMDVVKKIESFGSKSGRTSKKIVITDCGQLS*XSSSSSSGNPLVYLDVDANGKPLGRVVLELKADVVPKTAENFRALCTGEKGFGYKGSTFHRVIPSFMCQAGDFTNHNGTGGKSIYGSRFPDE.... (4) Protein 1 (ENSG00000125826) has sequence MDEKTKKAEEMALSLTRAVAGGDEQVAMKCAIWLAEQRVPLSVQLKPEVSPTQDIRLWVSVEDAQMHTVTIWLTVRPDMTVASLKDMVFLDYGFPPVLQQWVIGQRLARDQETLHSHGVRQNGDSAYLYLLSARNTSLNPQELQRERQLRMLEDLGFKDLTLQPRGPLEPGPPKPGVPQEPGRGQPDAVPEPPPVGWQCPGCTFINKPTRPGCEMCCRARPEAYQVPASYQPDEEERARLAGEEEALRQYQQRKQQQQEGNYLQHVQLDQRSLVLNTEPAECPVCYSVLAPGEAVVLREC.... Protein 2 (ENSG00000163938) has sequence MTCHKRYKIQKKVREHHRKLRKEAKKRGHKKPRKDPGVPNSAPFKEALLREAELRKQRLEELKQQQKLDRQKELEKKRKLETNPDIKPSNVEPMEKEFGLCKTENKAKSGKQNSKKLYCQELKKVIEASDVVLEVLDARDPLGCRCPQVEEAIVQSGQKKLVLILNKSDLVPKENLESWLNYLKKELPTVVFRASTKPKDKGKITKRVKAKKNAAPFRSEVCFGKEGLWKLLGGFQETCSKAIRVGVIGFPNVGKSSIINSLKQEQMCNVGVSMGLTRSMQVVPLDKQITIIDSPSFIVS.... Result: 0 (the proteins do not interact).